From a dataset of Drug-target binding data from BindingDB using IC50 measurements. Regression. Given a target protein amino acid sequence and a drug SMILES string, predict the binding affinity score between them. We predict pIC50 (pIC50 = -log10(IC50 in M); higher means more potent). Dataset: bindingdb_ic50. (1) The compound is O=C(O)CCc1cccc([Sb](=O)(O)O)c1. The target protein (P60484) has sequence MTAIIKEIVSRNKRRYQEDGFDLDLTYIYPNIIAMGFPAERLEGVYRNNIDDVVRFLDSKHKNHYKIYNLCAERHYDTAKFNCRVAQYPFEDHNPPQLELIKPFCEDLDQWLSEDDNHVAAIHCKAGKGRTGVMICAYLLHRGKFLKAQEALDFYGEVRTRDKKGVTIPSQRRYVYYYSYLLKNHLDYRPVALLFHKMMFETIPMFSGGTCNPQFVVCQLKVKIYSSNSGPTRREDKFMYFEFPQPLPVCGDIKVEFFHKQNKMLKKDKMFHFWVNTFFIPGPEETSEKVENGSLCDQEIDSICSIERADNDKEYLVLTLTKNDLDKANKDKANRYFSPNFKVKLYFTKTVEEPSNPEASSSTSVTPDVSDNEPDHYRYSDTTDSDPENEPFDEDQHTQITKV. The pIC50 is 5.0. (2) The small molecule is COCCCO/N=C/c1c(N)ncnc1Oc1ccc2[nH]c(C)cc2c1F. The target protein (O08775) has sequence MESRALLAVALWFCVETRAASVGLPGDSLHPPKLSTQKDILTILANTTLQITCRGQRDLDWLWPNTPRDSEERVLVTECGDSIFCKTLTVPRVVGNDTGAYKCFYRDTDVSSIVYVYVQDHRSPFIASVSDEHGIVYITENKNKTVVIPCRGSISNLNVSLCARYPEKRFVPDGNRISWDSEKGFTIPSYMISYAGMVFCEAKINDETYQSIMYIVLVVGYRIYDVVLSPPHEIELSAGEKLVLNCTARTELNVGLDFSWQFPSSKHQHKKIVNRDVKSLPGTVAKMFLSTLTIDSVTKSDQGEYTCTAYSGLMTKKNKTFVRVHTKPFIAFGSGMKSLVEATVGSQVRIPVKYLSYPAPDIKWYRNGRPIESNYTMIVGDELTIMEVSERDAGNYTVILTNPISMEKQSHMVSLVVNVPPQIGEKALISPMDSYQYGTMQTLTCTVYANPPLHHIQWYWQLEEACSYRPSQTNPYTCKEWRHVKDFQGGNKIEVTKNQY.... The pIC50 is 7.2. (3) The compound is CC(C)n1cc(CN2CCc3cc(S(=O)(=O)Nc4ccc(CCCC5CCCC5)cc4F)ccc3C2)cn1. The target protein (Q3SYC2) has sequence MVEFAPLFMPWERRLQTLAVLQFVFSFLALAEICTVGFIALLFTRFWLLTVLYAAWWYLDRDKPRQGGRHIQAIRCWTIWKYMKDYFPISLVKTAELDPSRNYIAGFHPHGVLAVGAFANLCTESTGFSSIFPGIRPHLMMLTLWFRAPFFRDYIMSAGLVTSEKESAAHILNRKGGGNLLGIIVGGAQEALDARPGSFTLLLRNRKGFVRLALTHGAPLVPIFSFGENDLFDQIPNSSGSWLRYIQNRLQKIMGISLPLFHGRGVFQYSFGLIPYRRPITTVVGKPIEVQKTLHPSEEEVNQLHQRYIKELCNLFEAHKLKFNIPADQHLEFC. The pIC50 is 6.7. (4) The target protein sequence is MSLPSRQTAIIVNPPPPEYINTKKNGRLTNQLQYLQKVVLKDLWKHSFSWPFQRPVDAVKLQLPDYYTIIKNPMDLNTIKKRLENKYYAKASECIEDFNTMFSNCYLYNKPGDDIVLMAQALEKLFMQKLSQMPQEEQVVGVKERIKKGTQQNIAVSSAKEKSSPSATEKVFKQQEIPSVFPKTSISPLNVVQGASVNSSSQTAAQVTKGVKRKADTTTPATSAVKASSEFSPTFTEKSVALPPIKENMPKNVLPDSQQQYNVVKTVKVTEQLRHCSEILKEMLAKKHFSYAWPFYNPVDVNALGLHNYYDVVKNPMDLGTIKEKMDNQEYKDAYKFAADVRLMFMNCYKYNPPDHEVVTMARMLQDVFETHFSKIPIEPVESMPLCYIKTDITETT. The compound is Cc1noc(C)c1-c1ccc2c(c1)C(c1ccccc1)(N1CCC[C@H](N)C1)C(=O)N2. The pIC50 is 7.8. (5) The small molecule is CCCC[C@@H]1C(=O)N(C(C)=O)[C@@H]1C(C)=O. The target protein (P00774) has sequence MIRTLLLSALVAGALSCGYPTYEVQHDVSRVVGGQEASPNSWPWQVSLQYLSSGKWHHTCGGSLVANNWVLTAAHCISNSRTYRVLLGRHSLSTSESGSLAVQVSKLVVHEKWNAQKLSNGNDIALVKLASPVALTSKIQTACLPPAGTILPNNYPCYVTGWGRLQTNGATPDVLQQGRLLVVDYATCSSASWWGSSVKTNMVCAGGDGVTSSCNGDSGGPLNCQASNGQWQVHGIVSFGSTLGCNYPRKPSVFTRVSNYIDWINSVIAKN. The pIC50 is 4.4. (6) The drug is COC(=O)c1c(-c2cc(OC)c(OC)c(OC)c2)c2ccc(NCc3ccccn3)nc2c(=O)n1Cc1ccnc(C)c1. The target protein (O77746) has sequence MERGSPGAGAARLPRDQDSVEAWLDDHRDFTFSYFVKKATREMVNAWFAERVHTIPVCKEGIRGHAESCSCSSQQSSRADSSAPGTPTRKISASEFDRPLRPIVVKDSEGTVSFLADSEKKEQMPLTPPRFDNDEGDQCSRLLELVKDISSHLDVTALCHKIFLHIHGLISADRYSLFLVCEDSSNDKFLISRLFDVAEGSTLEEASNNCIRLEWNKGIVGHVAALGEPLNIKDAYEDPRFNAEVDQITGYKTQSILCMPIKNHREEVVGVAQAINKKSGNGGTFTEKDEKDFAAYLAFCGIVLHNAQLYETSLLENKRNQVLLDLASLIFEEQQSLEVILKKIAATIISFMQVQKCTIFIVDEDCSDSFSSVFHMECEELEKLPDTLTRERDANRINYMYAQYVKNTMEPLNIPDVSKDKRFPWTNENTGNVNQQCIRSLLCTPIKNGKKNKVIGVCQLVNKMEENTGKVKPFNRNDEQFLEAFVIFCGLGIQNTQMYE.... The pIC50 is 8.7. (7) The drug is N[C@@H](Cc1ccc(O)cc1)C(=O)N[C@@H](C(=O)O)[C@@H]1OC[C@H](O)[C@H](O)[C@H]1O. The target protein (P54577) has sequence MGDAPSPEEKLHLITRNLQEVLGEEKLKEILKERELKIYWGTATTGKPHVAYFVPMSKIADFLKAGCEVTILFADLHAYLDNMKAPWELLELRVSYYENVIKAMLESIGVPLEKLKFIKGTDYQLSKEYTLDVYRLSSVVTQHDSKKAGAEVVKQVEHPLLSGLLYPGLQALDEEYLKVDAQFGGIDQRKIFTFAEKYLPALGYSKRVHLMNPMVPGLTGSKMSSSEEESKIDLLDRKEDVKKKLKKAFCEPGNVENNGVLSFIKHVLFPLKSEFVILRDEKWGGNKTYTAYVDLEKDFAAEVVHPGDLKNSVEVALNKLLDPIREKFNTPALKKLASAAYPDPSKQKPMAKGPAKNSEPEEVIPSRLDIRVGKIITVEKHPDADSLYVEKIDVGEAEPRTVVSGLVQFVPKEELQDRLVVVLCNLKPQKMRGVESQGMLLCASIEGINRQVEPLDPPAGSAPGEHVFVKGYEKGQPDEELKPKKKVFEKLQADFKISEE.... The pIC50 is 6.6.